This data is from Cav3 T-type calcium channel HTS with 100,875 compounds. The task is: Binary Classification. Given a drug SMILES string, predict its activity (active/inactive) in a high-throughput screening assay against a specified biological target. The compound is O=C(NCc1occc1)C12CC(C(C2=C)(C)C)CC1. The result is 0 (inactive).